Dataset: Reaction yield outcomes from USPTO patents with 853,638 reactions. Task: Predict the reaction yield, written as a fraction of the theoretical maximum amount of product (1.0 means a 100% yield; for example, 0.34 means a 34% yield). (1) The reactants are [NH2:1][C:2]1[CH:3]=[CH:4][CH:5]=[C:6]2[C:11]=1[N:10]=[CH:9][CH:8]=[CH:7]2.[Cl:12][C:13]1[CH:18]=[CH:17][CH:16]=[C:15]([CH3:19])[C:14]=1[S:20](Cl)(=[O:22])=[O:21]. The catalyst is CN(C1C=CN=CC=1)C. The product is [Cl:12][C:13]1[CH:18]=[CH:17][CH:16]=[C:15]([CH3:19])[C:14]=1[S:20]([NH:1][C:2]1[CH:3]=[CH:4][CH:5]=[C:6]2[C:11]=1[N:10]=[CH:9][CH:8]=[CH:7]2)(=[O:21])=[O:22]. The yield is 0.480. (2) The reactants are [CH2:1]([O:8][C:9]([C@:11]1([C:31]2([OH:35])[CH2:34][CH2:33][CH2:32]2)[CH2:15][C@H:14]([N:16]([C:25](=[O:30])[C:26]([F:29])([F:28])[F:27])[C@@H:17]2[C@H:22]([O:23][CH3:24])[CH2:21][O:20][CH2:19][CH2:18]2)[CH:13]=[CH:12]1)=[O:10])[C:2]1[CH:7]=[CH:6][CH:5]=[CH:4][CH:3]=1.C(N(C(C)C)CC)(C)C.[C:45](Cl)(=[O:47])[CH3:46]. The catalyst is CN(C1C=CN=CC=1)C.ClCCl. The product is [C:45]([O:35][C:31]1([C@@:11]2([C:9]([O:8][CH2:1][C:2]3[CH:7]=[CH:6][CH:5]=[CH:4][CH:3]=3)=[O:10])[CH2:15][C@H:14]([N:16]([C:25](=[O:30])[C:26]([F:27])([F:28])[F:29])[C@@H:17]3[C@H:22]([O:23][CH3:24])[CH2:21][O:20][CH2:19][CH2:18]3)[CH:13]=[CH:12]2)[CH2:32][CH2:33][CH2:34]1)(=[O:47])[CH3:46]. The yield is 0.680. (3) The reactants are C[O:2][C:3]1[CH:4]=[C:5]2[C:10](=[CH:11][CH:12]=1)[C:9]([C:13]([C:15]1[CH:20]=[CH:19][C:18]([O:21][CH2:22][CH2:23][N:24]3[CH2:29][CH2:28][CH2:27][CH2:26][CH2:25]3)=[CH:17][CH:16]=1)=[O:14])=[C:8]([C:30]1[C:35]([F:36])=[CH:34][C:33]([F:37])=[CH:32][C:31]=1[F:38])[CH:7]=[CH:6]2.Cl.B(Br)(Br)Br.C(=O)(O)[O-].[Na+]. The catalyst is ClCCl.CO. The product is [OH:2][C:3]1[CH:4]=[C:5]2[C:10](=[CH:11][CH:12]=1)[C:9]([C:13]([C:15]1[CH:20]=[CH:19][C:18]([O:21][CH2:22][CH2:23][N:24]3[CH2:25][CH2:26][CH2:27][CH2:28][CH2:29]3)=[CH:17][CH:16]=1)=[O:14])=[C:8]([C:30]1[C:35]([F:36])=[CH:34][C:33]([F:37])=[CH:32][C:31]=1[F:38])[CH:7]=[CH:6]2. The yield is 0.700. (4) The reactants are C[N:2]1[C:7]([CH3:8])=[CH:6][C:5]([C:9]([OH:11])=[O:10])=[CH:4][C:3]1=[O:12].Cl[Si](C)(C)[CH3:15]. The catalyst is CO. The product is [CH3:15][O:11][C:9]([C:5]1[CH:6]=[C:7]([CH3:8])[NH:2][C:3](=[O:12])[CH:4]=1)=[O:10]. The yield is 0.750. (5) The reactants are [Br:1][CH2:2][C:3]#[C:4][C:5]1[CH:10]=[CH:9][C:8](O)=[CH:7][CH:6]=1.C1(P(C2C=CC=CC=2)C2C=CC=CC=2)C=CC=CC=1.BrBr.[Cl:33]CCl. No catalyst specified. The product is [Br:1][CH2:2][C:3]#[C:4][C:5]1[CH:10]=[CH:9][C:8]([Cl:33])=[CH:7][CH:6]=1. The yield is 0.800. (6) The reactants are C(O)C.O.O1CCOCC1.[CH3:11][C:12]1[N:17]=[C:16]([C:18]2[CH:19]=[C:20]3[C:24](=[CH:25][CH:26]=2)[N:23]([CH3:27])[CH:22]=[CH:21]3)[C:15]([C:28]([O:30]CC)=[O:29])=[CH:14][N:13]=1.O.[OH-].[Li+]. The catalyst is C(OCC)(=O)C.C(O)(=O)CC(CC(O)=O)(C(O)=O)O. The product is [CH3:11][C:12]1[N:17]=[C:16]([C:18]2[CH:19]=[C:20]3[C:24](=[CH:25][CH:26]=2)[N:23]([CH3:27])[CH:22]=[CH:21]3)[C:15]([C:28]([OH:30])=[O:29])=[CH:14][N:13]=1. The yield is 0.370. (7) The reactants are [NH2:1][C:2]1[N:7]=[CH:6][C:5]([C:8]2[O:12][N:11]=[C:10]([CH2:13][C:14]3[CH:19]=[CH:18][C:17]([OH:20])=[CH:16][CH:15]=3)[CH:9]=2)=[CH:4][CH:3]=1.O1CCCC1.[OH-].[Na+].[Cl:28][C:29]1[CH:34]=[CH:33][N:32]=[C:31]([CH2:35]Cl)[CH:30]=1. The catalyst is CN(C)C=O. The product is [Cl:28][C:29]1[CH:34]=[CH:33][N:32]=[C:31]([CH2:35][O:20][C:17]2[CH:18]=[CH:19][C:14]([CH2:13][C:10]3[CH:9]=[C:8]([C:5]4[CH:4]=[CH:3][C:2]([NH2:1])=[N:7][CH:6]=4)[O:12][N:11]=3)=[CH:15][CH:16]=2)[CH:30]=1. The yield is 0.250. (8) The reactants are S(Cl)([Cl:3])=O.[C:5]([NH:8][C:9]1[CH:10]=[C:11]2[C:16](=[CH:17][CH:18]=1)[CH:15]=[C:14]([S:19]([O-:22])(=O)=[O:20])[CH:13]=[CH:12]2)(=[O:7])[CH3:6].[NH+]1C=CC=CC=1.C(OCC)(=O)C.O. The catalyst is CN(C=O)C. The product is [C:5]([NH:8][C:9]1[CH:10]=[C:11]2[C:16](=[CH:17][CH:18]=1)[CH:15]=[C:14]([S:19]([Cl:3])(=[O:22])=[O:20])[CH:13]=[CH:12]2)(=[O:7])[CH3:6]. The yield is 0.140. (9) The reactants are Cl[C:2]1[CH:7]=[C:6]([Cl:8])[N:5]=[N:4][C:3]=1[C:9]([O:11][CH2:12][CH3:13])=[O:10].[CH:14]([C:17]1[CH:18]=[CH:19][C:20]([NH2:25])=[N:21][C:22]=1[O:23][CH3:24])([CH3:16])[CH3:15]. The catalyst is C(#N)C. The product is [Cl:8][C:6]1[N:5]=[N:4][C:3]([C:9]([O:11][CH2:12][CH3:13])=[O:10])=[C:2]([NH:25][C:20]2[CH:19]=[CH:18][C:17]([CH:14]([CH3:16])[CH3:15])=[C:22]([O:23][CH3:24])[N:21]=2)[CH:7]=1. The yield is 0.285.